From a dataset of Forward reaction prediction with 1.9M reactions from USPTO patents (1976-2016). Predict the product of the given reaction. (1) Given the reactants [N+:1]([CH2:4][CH2:5][O:6][CH:7]1[CH2:12][CH2:11][CH2:10][CH2:9][O:8]1)([O-:3])=O.[C:13]([O:17][C:18]([N:20]1[CH2:24][CH2:23][CH2:22][C@H:21]1[CH2:25][O:26][C:27]1[CH:28]=[N:29][CH:30]=[C:31]([C:33]#[CH:34])[CH:32]=1)=[O:19])([CH3:16])([CH3:15])[CH3:14].C1(N=C=O)C=CC=CC=1.C(N(CC)CC)C, predict the reaction product. The product is: [C:13]([O:17][C:18]([N:20]1[CH2:24][CH2:23][CH2:22][C@H:21]1[CH2:25][O:26][C:27]1[CH:28]=[N:29][CH:30]=[C:31]([C:33]2[O:3][N:1]=[C:4]([CH2:5][O:6][CH:7]3[CH2:12][CH2:11][CH2:10][CH2:9][O:8]3)[CH:34]=2)[CH:32]=1)=[O:19])([CH3:16])([CH3:15])[CH3:14]. (2) Given the reactants [F:1][C:2]1[CH:7]=[CH:6][CH:5]=[CH:4][C:3]=1[C:8]1[N:16]=[C:11]2[CH:12]=[N:13][NH:14][CH:15]=[C:10]2[N:9]=1.Cl[CH2:18][C:19]1[O:20][C:21]([C:24]2[CH:29]=[CH:28][C:27]([Cl:30])=[CH:26][CH:25]=2)=[CH:22][N:23]=1, predict the reaction product. The product is: [Cl:30][C:27]1[CH:26]=[CH:25][C:24]([C:21]2[O:20][C:19]([CH2:18][N:13]3[CH:12]=[C:11]4[N:16]=[C:8]([C:3]5[CH:4]=[CH:5][CH:6]=[CH:7][C:2]=5[F:1])[N:9]=[C:10]4[CH:15]=[N:14]3)=[N:23][CH:22]=2)=[CH:29][CH:28]=1. (3) Given the reactants [N+:1]([C:4]1[CH:9]=[CH:8][C:7]([C:10]2[S:14][C:13]([CH:15]3[CH2:20][CH2:19][CH:18]([CH2:21][C:22]([O:24]CC)=[O:23])[CH2:17][CH2:16]3)=[N:12][CH:11]=2)=[CH:6][CH:5]=1)([O-:3])=[O:2].[OH-].[Na+].Cl, predict the reaction product. The product is: [N+:1]([C:4]1[CH:5]=[CH:6][C:7]([C:10]2[S:14][C:13]([CH:15]3[CH2:16][CH2:17][CH:18]([CH2:21][C:22]([OH:24])=[O:23])[CH2:19][CH2:20]3)=[N:12][CH:11]=2)=[CH:8][CH:9]=1)([O-:3])=[O:2].